This data is from Catalyst prediction with 721,799 reactions and 888 catalyst types from USPTO. The task is: Predict which catalyst facilitates the given reaction. (1) Reactant: [OH:1][C:2]1[CH:11]=[CH:10][C:9]([NH:12][S:13]([C:16]2[CH:25]=[CH:24][C:23]3[C:18](=[CH:19][C:20]([NH:26][CH2:27][CH2:28][NH:29][C:30]4[CH:39]=[CH:38][C:37]5[C:32](=[CH:33][C:34]([S:40]([NH:43][C:44]6[CH:49]=[CH:48][C:47]([OH:50])=[C:46]([C:51]([O:53]C)=[O:52])[CH:45]=6)(=[O:42])=[O:41])=[CH:35][CH:36]=5)[CH:31]=4)=[CH:21][CH:22]=3)[CH:17]=2)(=[O:15])=[O:14])=[CH:8][C:3]=1[C:4]([O:6]C)=[O:5].C(=O)([O-])[O-].[Na+].[Na+].S(S([O-])=O)([O-])=O.[Na+].[Na+]. Product: [C:4]([C:3]1[CH:8]=[C:9]([NH:12][S:13]([C:16]2[CH:17]=[C:18]3[C:23]([CH:22]=[CH:21][C:20]([NH:26][CH2:27][CH2:28][NH:29][C:30]4[CH:31]=[C:32]5[C:37]([CH:36]=[CH:35][C:34]([S:40]([NH:43][C:44]6[CH:49]=[CH:48][C:47]([OH:50])=[C:46]([CH:45]=6)[C:51]([OH:53])=[O:52])(=[O:42])=[O:41])=[CH:33]5)=[CH:38][CH:39]=4)=[CH:19]3)=[CH:24][CH:25]=2)(=[O:14])=[O:15])[CH:10]=[CH:11][C:2]=1[OH:1])([OH:6])=[O:5]. The catalyst class is: 3. (2) Reactant: ClC1C=CC=C(C(OO)=[O:9])C=1.[CH3:12][N:13]([C:17]1[C:18](=[O:34])[C:19]2[C:24]([C:25](=[O:33])[C:26]=1[NH:27][CH2:28][CH2:29][S:30]([CH3:32])=[O:31])=[CH:23][CH:22]=[CH:21][CH:20]=2)[C:14](=[O:16])[CH3:15].C(=O)(O)[O-].[Na+]. Product: [CH3:12][N:13]([C:17]1[C:18](=[O:34])[C:19]2[C:24]([C:25](=[O:33])[C:26]=1[NH:27][CH2:28][CH2:29][S:30]([CH3:32])(=[O:9])=[O:31])=[CH:23][CH:22]=[CH:21][CH:20]=2)[C:14](=[O:16])[CH3:15]. The catalyst class is: 4.